From a dataset of Catalyst prediction with 721,799 reactions and 888 catalyst types from USPTO. Predict which catalyst facilitates the given reaction. (1) Reactant: [C:1]([N:4]1[CH2:9][CH2:8][CH:7]([C:10](=[O:19])[C:11]2[CH:16]=[CH:15][C:14]([O:17][CH3:18])=[CH:13][CH:12]=2)[CH2:6][CH2:5]1)(=O)[CH3:2].[Cl-].[Cl-].[Cl-].[Al+3].[C:24]1([O:30]C)C=CC=CC=1.C(N1CCC(C(Cl)=O)CC1)(=O)C. Product: [OH:30][CH2:24][CH2:2][CH2:1][N:4]1[CH2:9][CH2:8][CH:7]([C:10](=[O:19])[C:11]2[CH:16]=[CH:15][C:14]([O:17][CH3:18])=[CH:13][CH:12]=2)[CH2:6][CH2:5]1. The catalyst class is: 534. (2) Reactant: [F:1][C:2]1[CH:3]=[CH:4][C:5]([O:17]CC2C=CC=CC=2)=[C:6]([B:8]2[O:12][C:11]([CH3:14])([CH3:13])[C:10]([CH3:16])([CH3:15])[O:9]2)[CH:7]=1. Product: [F:1][C:2]1[CH:3]=[CH:4][C:5]([OH:17])=[C:6]([B:8]2[O:12][C:11]([CH3:14])([CH3:13])[C:10]([CH3:16])([CH3:15])[O:9]2)[CH:7]=1. The catalyst class is: 8. (3) Product: [OH:7]/[N:6]=[C:5](\[Cl:11])/[C:4]1[CH:8]=[CH:9][CH:10]=[C:2]([F:1])[CH:3]=1. The catalyst class is: 3. Reactant: [F:1][C:2]1[CH:3]=[C:4]([CH:8]=[CH:9][CH:10]=1)/[CH:5]=[N:6]\[OH:7].[Cl:11]N1C(=O)CCC1=O. (4) Reactant: [CH3:1][C:2]([C:4]1[CH:9]=[CH:8][C:7]([N+:10]([O-:12])=O)=[CH:6][CH:5]=1)=O.S([CH2:23][N+:24]#[C-])(C1C=CC(C)=CC=1)(=O)=O.CC(C)([O-])C.[K+].[OH2:32]. Product: [N+:10]([C:7]1[CH:6]=[CH:5][C:4]([CH:2]([CH3:1])[C:23]#[N:24])=[CH:9][CH:8]=1)([O-:12])=[O:32]. The catalyst class is: 270. (5) Reactant: [CH2:1]([NH:6][C:7]1[N:8]=[CH:9][NH:10][C:11]=1[C:12]#[N:13])[CH2:2][CH2:3][CH2:4][CH3:5].[C:14]([NH:17][NH2:18])(=O)[CH3:15].C(O)CCC.C(=O)([O-])[O-].[K+].[K+]. Product: [CH3:15][C:14]1[N:13]=[C:12]([C:11]2[NH:10][CH:9]=[N:8][C:7]=2[NH:6][CH2:1][CH2:2][CH2:3][CH2:4][CH3:5])[NH:18][N:17]=1. The catalyst class is: 6. (6) Reactant: O[C:2]1([C:12]2[CH:19]=[CH:18][C:15]([C:16]#[N:17])=[CH:14][CH:13]=2)[CH2:11][CH2:10][C:5]2([O:9][CH2:8][CH2:7][O:6]2)[CH2:4][CH2:3]1.C(N(CC)CC)C.S(Cl)(C)(=O)=O. Product: [O:6]1[C:5]2([CH2:10][CH2:11][C:2]([C:12]3[CH:13]=[CH:14][C:15]([C:16]#[N:17])=[CH:18][CH:19]=3)=[CH:3][CH2:4]2)[O:9][CH2:8][CH2:7]1. The catalyst class is: 2.